Predict the product of the given reaction. From a dataset of Forward reaction prediction with 1.9M reactions from USPTO patents (1976-2016). (1) Given the reactants [F:1][C:2]1[C:7](Cl)=[C:6]([F:9])[C:5]([F:10])=[C:4]([F:11])[C:3]=1[F:12].[F:13][C:14]([F:25])([F:24])[C:15](O[C:15](=[O:16])[C:14]([F:25])([F:24])[F:13])=[O:16], predict the reaction product. The product is: [F:1][C:2]1[C:7]([C:15](=[O:16])[C:14]([F:25])([F:24])[F:13])=[C:6]([F:9])[C:5]([F:10])=[C:4]([F:11])[C:3]=1[F:12]. (2) Given the reactants [C:1](=[O:4])([O-])[O-].[K+].[K+].C([O:9][C@@H:10]([CH2:28][CH2:29][C:30]1[CH:35]=[CH:34][C:33]([C:36]2[CH:37]=NC=N[CH:41]=2)=[CH:32][CH:31]=1)[C@H:11]([CH2:15][CH2:16][N:17]1[C:22](=[O:23])[C:21]2[CH:24]=[CH:25][CH:26]=[CH:27][C:20]=2[N:19]=[N:18]1)[C:12]([OH:14])=[O:13])=O.O1C[CH2:45][CH2:44][CH2:43]1, predict the reaction product. The product is: [OH:9][C@@H:10]([CH2:28][CH2:29][C:30]1[CH:31]=[CH:32][C:33]([C:36]2[CH:41]=[CH:45][C:44]([O:4][CH3:1])=[CH:43][CH:37]=2)=[CH:34][CH:35]=1)[C@H:11]([CH2:15][CH2:16][N:17]1[C:22](=[O:23])[C:21]2[CH:24]=[CH:25][CH:26]=[CH:27][C:20]=2[N:19]=[N:18]1)[C:12]([OH:14])=[O:13]. (3) Given the reactants [CH:1]1[CH:6]=[C:5]2[C:7]([C:9]([OH:13])(O)[C:10](=[O:11])[C:4]2=[CH:3][CH:2]=1)=[O:8].[C:14]1([OH:24])[C:23]2[C:18](=[CH:19][CH:20]=[CH:21][CH:22]=2)[CH:17]=[CH:16][CH:15]=1, predict the reaction product. The product is: [OH:13][C:9]12[C:10](=[O:11])[C:4]3[C:5](=[CH:6][CH:1]=[CH:2][CH:3]=3)[C:7]1([OH:8])[O:24][C:14]1[C:23]3[CH:22]=[CH:21][CH:20]=[CH:19][C:18]=3[CH:17]=[CH:16][C:15]=12. (4) The product is: [N:17]1[CH:16]=[CH:15][CH:14]=[CH:13][C:12]=1[CH:5]([C:6]1[CH:7]=[CH:8][CH:9]=[CH:10][CH:11]=1)[C:3]#[N:20]. Given the reactants CO[C:3]([CH:5]([CH:12]1[NH:17][CH2:16][CH2:15][CH2:14][CH2:13]1)[C:6]1[CH:7]=[CH:8][CH:9]=[CH:10][CH:11]=1)=O.ClC1C=CC=C[N:20]=1.C1(CC#N)C=CC=CC=1, predict the reaction product. (5) The product is: [C:31]1([C:21]([C:18]2[CH:19]=[CH:20][C:15]([CH:14]=[CH:13][C:12]([NH:11][S:10]([C:7]3[CH:6]=[CH:5][C:4]([C:3]([OH:40])=[O:2])=[CH:9][CH:8]=3)(=[O:39])=[O:38])=[O:37])=[CH:16][CH:17]=2)=[C:22]([C:25]2[CH:26]=[CH:27][CH:28]=[CH:29][CH:30]=2)[CH2:23][CH3:24])[CH:36]=[CH:35][CH:34]=[CH:33][CH:32]=1. Given the reactants C[O:2][C:3](=[O:40])[C:4]1[CH:9]=[CH:8][C:7]([S:10](=[O:39])(=[O:38])[NH:11][C:12](=[O:37])[CH:13]=[CH:14][C:15]2[CH:20]=[CH:19][C:18]([C:21]([C:31]3[CH:36]=[CH:35][CH:34]=[CH:33][CH:32]=3)=[C:22]([C:25]3[CH:30]=[CH:29][CH:28]=[CH:27][CH:26]=3)[CH2:23][CH3:24])=[CH:17][CH:16]=2)=[CH:6][CH:5]=1.[OH-].[Na+], predict the reaction product. (6) The product is: [CH2:28]([N:3]1[CH:4]=[CH:5][C:6]([NH:8][C:9](=[O:17])[CH2:10][C:11]2[CH:12]=[CH:13][CH:14]=[CH:15][CH:16]=2)=[CH:7][C:2]1=[O:1])[CH2:27][C:26]#[CH:25]. Given the reactants [O:1]=[C:2]1[CH:7]=[C:6]([NH:8][C:9](=[O:17])[CH2:10][C:11]2[CH:16]=[CH:15][CH:14]=[CH:13][CH:12]=2)[CH:5]=[CH:4][NH:3]1.C([O-])([O-])=O.[K+].[K+].Br[CH2:25][CH2:26][C:27]#[CH:28], predict the reaction product. (7) Given the reactants [H-].[Na+].[CH3:3][O:4][C:5](=[O:32])[CH2:6][CH2:7][C:8]([C:30]#[N:31])([C:15]1[C:23]2[C:22]3[CH:24]=[CH:25][CH:26]=[CH:27][C:21]=3[O:20][C:19]=2[C:18]([O:28][CH3:29])=[CH:17][CH:16]=1)[CH2:9][CH2:10][C:11](OC)=[O:12], predict the reaction product. The product is: [CH3:3][O:4][C:5]([CH:6]1[CH2:7][C:8]([C:30]#[N:31])([C:15]2[C:23]3[C:22]4[CH:24]=[CH:25][CH:26]=[CH:27][C:21]=4[O:20][C:19]=3[C:18]([O:28][CH3:29])=[CH:17][CH:16]=2)[CH2:9][CH2:10][C:11]1=[O:12])=[O:32]. (8) The product is: [Br:1][C:2]1[CH:3]=[CH:4][C:5]([C:8]2[C:12]([C:13]#[N:14])=[C:11]([CH2:15][CH3:16])[N:10]([CH3:25])[C:9]=2[C:17]([O:19][CH2:20][CH3:21])=[O:18])=[CH:6][CH:7]=1. Given the reactants [Br:1][C:2]1[CH:7]=[CH:6][C:5]([C:8]2[C:12]([C:13]#[N:14])=[C:11]([CH2:15][CH3:16])[NH:10][C:9]=2[C:17]([O:19][CH2:20][CH3:21])=[O:18])=[CH:4][CH:3]=1.O.IC.[C:25](=O)([O-])[O-].[K+].[K+], predict the reaction product. (9) Given the reactants [Cl:1][C:2]1[C:7]([C:8]([NH:10][C:11]2[CH:16]=[C:15]([O:17][CH3:18])[CH:14]=[C:13]([O:19][CH3:20])[CH:12]=2)=[O:9])=[C:6](Cl)[N:5]=[CH:4][N:3]=1.[NH3:22], predict the reaction product. The product is: [NH2:22][C:6]1[C:7]([C:8]([NH:10][C:11]2[CH:16]=[C:15]([O:17][CH3:18])[CH:14]=[C:13]([O:19][CH3:20])[CH:12]=2)=[O:9])=[C:2]([Cl:1])[N:3]=[CH:4][N:5]=1.